This data is from Forward reaction prediction with 1.9M reactions from USPTO patents (1976-2016). The task is: Predict the product of the given reaction. (1) Given the reactants [NH:1]1[CH2:6][CH2:5][CH:4]([C:7]2[CH:15]=[CH:14][CH:13]=[C:12]3[C:8]=2[CH2:9][C:10](=[O:16])[NH:11]3)[CH2:3][CH2:2]1.[CH2:17]([N:19]([CH2:34][CH3:35])[CH2:20][CH2:21][NH:22][C:23]([C:25]1[C:29]([CH3:30])=[C:28]([CH:31]=O)[NH:27][C:26]=1[CH3:33])=[O:24])[CH3:18], predict the reaction product. The product is: [CH2:34]([N:19]([CH2:17][CH3:18])[CH2:20][CH2:21][NH:22][C:23]([C:25]1[C:29]([CH3:30])=[C:28]([CH:31]=[C:9]2[C:8]3[C:12](=[CH:13][CH:14]=[CH:15][C:7]=3[CH:4]3[CH2:3][CH2:2][NH:1][CH2:6][CH2:5]3)[NH:11][C:10]2=[O:16])[NH:27][C:26]=1[CH3:33])=[O:24])[CH3:35]. (2) The product is: [NH2:1][CH:4]1[CH2:9][N:8]([CH3:10])[C:7](=[O:11])[N:6]([CH3:12])[CH2:5]1. Given the reactants [N:1]([CH:4]1[CH2:9][N:8]([CH3:10])[C:7](=[O:11])[N:6]([CH3:12])[CH2:5]1)=[N+]=[N-], predict the reaction product.